Predict the reactants needed to synthesize the given product. From a dataset of Full USPTO retrosynthesis dataset with 1.9M reactions from patents (1976-2016). Given the product [CH2:1]([O:3][C:4](=[O:41])[CH2:5][CH2:6][CH2:7][O:8][C:9]1[CH:14]=[CH:13][CH:12]=[C:11]([CH2:15][CH2:16][CH2:17][CH2:18][CH2:19][CH2:20][O:21][C:22]2[CH:23]=[C:24]([C:44]3[CH:45]=[CH:46][S:42][CH:43]=3)[CH:25]=[C:26]([S:28]([CH2:31][CH3:32])(=[O:30])=[O:29])[CH:27]=2)[C:10]=1[CH2:34][CH2:35][C:36]([O:38][CH2:39][CH3:40])=[O:37])[CH3:2], predict the reactants needed to synthesize it. The reactants are: [CH2:1]([O:3][C:4](=[O:41])[CH2:5][CH2:6][CH2:7][O:8][C:9]1[CH:14]=[CH:13][CH:12]=[C:11]([CH2:15][CH2:16][CH2:17][CH2:18][CH2:19][CH2:20][O:21][C:22]2[CH:27]=[C:26]([S:28]([CH2:31][CH3:32])(=[O:30])=[O:29])[CH:25]=[C:24](Br)[CH:23]=2)[C:10]=1[CH2:34][CH2:35][C:36]([O:38][CH2:39][CH3:40])=[O:37])[CH3:2].[S:42]1[CH:46]=[CH:45][C:44](B(O)O)=[CH:43]1.C(=O)([O-])[O-].[Cs+].[Cs+].